This data is from Reaction yield outcomes from USPTO patents with 853,638 reactions. The task is: Predict the reaction yield, written as a fraction of the theoretical maximum amount of product (1.0 means a 100% yield; for example, 0.34 means a 34% yield). (1) The reactants are [CH3:1][C:2]1[CH:10]=[CH:9][C:8]2[CH2:7][CH2:6][CH2:5][C:4]=2[C:3]=1[OH:11].C1N2CN3CN(C2)CN1C3.[C:22](=O)(O)[O-:23].[Na+]. The catalyst is FC(F)(F)C(O)=O. The product is [OH:11][C:3]1[C:4]2[CH2:5][CH2:6][CH2:7][C:8]=2[C:9]([CH:22]=[O:23])=[CH:10][C:2]=1[CH3:1]. The yield is 0.760. (2) The reactants are [Br:1][C:2]1[CH:3]=[N+:4]([O-:8])[CH:5]=[CH:6][CH:7]=1.[N+:9]([O-])([OH:11])=[O:10]. The catalyst is S(=O)(=O)(O)O. The product is [Br:1][C:2]1[CH:3]=[N+:4]([O-:8])[CH:5]=[CH:6][C:7]=1[N+:9]([O-:11])=[O:10]. The yield is 0.690. (3) The reactants are [CH2:1]([O:8][C:9]1[CH:14]=[CH:13][C:12]([C:15]2[NH:16][C:17]3[N:18]([N:28]=[C:29]([C:31]([OH:33])=O)[CH:30]=3)[C:19](=[O:27])[C:20]=2[CH:21]2[CH2:26][CH2:25][CH2:24][CH2:23][CH2:22]2)=[CH:11][CH:10]=1)[C:2]1[CH:7]=[CH:6][CH:5]=[CH:4][CH:3]=1.CN1CCOCC1.[NH2:41][C:42]1[NH:46][N:45]=[N:44][N:43]=1.C1CN([P+](ON2N=NC3C=CC=CC2=3)(N2CCCC2)N2CCCC2)CC1.F[P-](F)(F)(F)(F)F. The catalyst is CN(C)C=O. The product is [NH:43]1[C:42]([NH:41][C:31]([C:29]2[CH:30]=[C:17]3[NH:16][C:15]([C:12]4[CH:13]=[CH:14][C:9]([O:8][CH2:1][C:2]5[CH:3]=[CH:4][CH:5]=[CH:6][CH:7]=5)=[CH:10][CH:11]=4)=[C:20]([CH:21]4[CH2:22][CH2:23][CH2:24][CH2:25][CH2:26]4)[C:19](=[O:27])[N:18]3[N:28]=2)=[O:33])=[N:46][N:45]=[N:44]1. The yield is 0.350. (4) The reactants are Cl[C:2]1[CH:3]=[C:4]([O:18][CH3:19])[C:5]([NH:8]S(C2N=CN(C)C=2)(=O)=O)=[N:6][CH:7]=1.[F:20][C:21]([F:33])([F:32])[C:22]1[N:27]=[CH:26][C:25]([S:28](Cl)(=[O:30])=[O:29])=[CH:24][CH:23]=1.CN1C=C(S(Cl)(=O)=O)N=C1.COC1C(N)=NC=CC=1.ClC1C=C(OC)C(N)=NC=1. No catalyst specified. The product is [CH3:19][O:18][C:4]1[C:5]([NH:8][S:28]([C:25]2[CH:26]=[N:27][C:22]([C:21]([F:33])([F:32])[F:20])=[CH:23][CH:24]=2)(=[O:30])=[O:29])=[N:6][CH:7]=[CH:2][CH:3]=1. The yield is 0.130.